Dataset: Catalyst prediction with 721,799 reactions and 888 catalyst types from USPTO. Task: Predict which catalyst facilitates the given reaction. (1) Reactant: [C:1]([O:6][C@@H:7]1[C@@H:15]([CH2:16][C:17]2[CH:22]=[CH:21][CH:20]=[CH:19][CH:18]=2)[C:14](=[O:23])[O:13][CH2:12][C@H:11]([NH:24][C:25](=[O:35])C2C(O)=C(OC)C=CN=2)[C:10](=[O:36])[O:9][C@H:8]1[CH3:37])(=[O:5])[CH:2]([CH3:4])[CH3:3].O(C([O:41][C:42]([CH3:45])([CH3:44])[CH3:43])=O)C([O:41][C:42]([CH3:45])([CH3:44])[CH3:43])=O.C(N(CC)CCN)C. The catalyst class is: 649. Product: [C:1]([O:6][C@@H:7]1[C@@H:15]([CH2:16][C:17]2[CH:18]=[CH:19][CH:20]=[CH:21][CH:22]=2)[C:14](=[O:23])[O:13][CH2:12][C@H:11]([NH:24][C:25]([O:41][C:42]([CH3:45])([CH3:44])[CH3:43])=[O:35])[C:10](=[O:36])[O:9][C@H:8]1[CH3:37])(=[O:5])[CH:2]([CH3:4])[CH3:3]. (2) Reactant: [CH3:1][CH:2]1[C:11]2[C:6](=[CH:7][CH:8]=[CH:9][CH:10]=2)[C:5](=O)[CH2:4][CH2:3]1.Cl.[NH2:14][OH:15].C([O-])(=O)C.[Na+].C(O)C.O. Product: [CH3:1][CH:2]1[C:11]2[C:6](=[CH:7][CH:8]=[CH:9][CH:10]=2)[C:5](=[N:14][OH:15])[CH2:4][CH2:3]1. The catalyst class is: 6. (3) Reactant: [C:1]([O:5][C:6]([N:8]1[CH2:13][CH2:12][CH:11]([NH:14][S:15]([C:18]2[C:27]3[CH2:26][CH2:25][CH2:24][CH2:23][C:22]=3[C:21]([C:28](O)=[O:29])=[CH:20][CH:19]=2)(=[O:17])=[O:16])[CH2:10][CH2:9]1)=[O:7])([CH3:4])([CH3:3])[CH3:2].Cl.[CH3:32][N:33]([CH3:42])[CH2:34][CH2:35][CH2:36][N:37]=C=NCC.C1(N)CCCCC1.CO. Product: [C:1]([O:5][C:6]([N:8]1[CH2:13][CH2:12][CH:11]([NH:14][S:15]([C:18]2[C:27]3[CH2:26][CH2:25][CH2:24][CH2:23][C:22]=3[C:21]([C:28](=[O:29])[NH:37][CH2:36][CH2:35][CH2:34][N:33]([CH3:42])[CH3:32])=[CH:20][CH:19]=2)(=[O:17])=[O:16])[CH2:10][CH2:9]1)=[O:7])([CH3:4])([CH3:3])[CH3:2]. The catalyst class is: 4.